Task: Predict the reactants needed to synthesize the given product.. Dataset: Retrosynthesis with 50K atom-mapped reactions and 10 reaction types from USPTO (1) Given the product CCOC(OCC)c1nc(C2CC2)nc(N)c1Cl, predict the reactants needed to synthesize it. The reactants are: CCOC(OCC)c1nc(C2CC2)nc(Cl)c1Cl.N. (2) Given the product COC(CN(C)C(=O)Cc1ccccc1)OC, predict the reactants needed to synthesize it. The reactants are: CNCC(OC)OC.O=C(Cl)Cc1ccccc1. (3) Given the product O=C(c1ccc(O[C@@H]2CCCC[C@H]2N2CCOC2=O)cc1)c1c(-c2ccc(OCCN3CCCC3)cc2)sc2cc(O)ccc12, predict the reactants needed to synthesize it. The reactants are: O=C(c1ccc(O[C@@H]2CCCC[C@H]2N2CCOC2=O)cc1)c1c(-c2ccc(OCCN3CCCC3)cc2)sc2cc(OCc3ccccc3)ccc12. (4) Given the product Cc1c(C(C)N(C)C(=O)C=Cc2cnc3c(c2)COCC(=O)N3)sc2ccccc12, predict the reactants needed to synthesize it. The reactants are: CN[C@H](C)c1sc2ccccc2c1C.O=C(O)C=Cc1cnc2c(c1)COCC(=O)N2. (5) Given the product CCOC(=O)N(CCCc1ccccc1)c1cc(-c2ccc(OC)cc2)nn(CC=Cc2ccc(Cl)cc2)c1=O, predict the reactants needed to synthesize it. The reactants are: BrCCCc1ccccc1.CCOC(=O)Nc1cc(-c2ccc(OC)cc2)nn(CC=Cc2ccc(Cl)cc2)c1=O. (6) Given the product CC1(C)Cc2cc(C(=O)NS(=O)(=O)C3CC3)ccc2NC1c1cccc(N2CCOC2=O)c1, predict the reactants needed to synthesize it. The reactants are: CC1(C)Cc2cc(C(=O)O)ccc2NC1c1cccc(N2CCOC2=O)c1.NS(=O)(=O)C1CC1.